This data is from Forward reaction prediction with 1.9M reactions from USPTO patents (1976-2016). The task is: Predict the product of the given reaction. (1) Given the reactants [CH3:1][O:2][C:3]1[CH:12]=[C:11]2[C:6]([CH:7]=[CH:8][C:9](=[O:33])[N:10]2[CH2:13][CH2:14][N:15]2[CH2:20][CH2:19][CH:18]([NH:21][CH2:22][C:23]3[CH:24]=[N:25][C:26]([C:29]([F:32])([F:31])[F:30])=[CH:27][CH:28]=3)[CH2:17][CH2:16]2)=[N:5][CH:4]=1.[ClH:34], predict the reaction product. The product is: [ClH:34].[CH3:1][O:2][C:3]1[CH:12]=[C:11]2[C:6]([CH:7]=[CH:8][C:9](=[O:33])[N:10]2[CH2:13][CH2:14][N:15]2[CH2:20][CH2:19][CH:18]([NH:21][CH2:22][C:23]3[CH:24]=[N:25][C:26]([C:29]([F:32])([F:31])[F:30])=[CH:27][CH:28]=3)[CH2:17][CH2:16]2)=[N:5][CH:4]=1. (2) The product is: [NH:4]([C:11]([C:13]1[CH:17]=[CH:16][N:15]([C:18]2[CH:27]=[CH:26][CH:25]=[C:24]3[C:19]=2[CH:20]=[CH:21][CH:22]=[N:23]3)[CH:14]=1)=[O:12])[C:3]([NH2:5])=[NH:2]. Given the reactants Cl.[NH2:2][C:3]([NH2:5])=[NH:4].C[O-].[Na+].Cl.Cl[C:11]([C:13]1[CH:17]=[CH:16][N:15]([C:18]2[CH:27]=[CH:26][CH:25]=[C:24]3[C:19]=2[CH:20]=[CH:21][CH:22]=[N:23]3)[CH:14]=1)=[O:12], predict the reaction product. (3) Given the reactants [CH3:1][C:2]1([CH3:15])[CH2:14][C:5]2[C:6]3[CH2:11][CH2:10][NH:9][C:8](=[O:12])[C:7]=3[S:13][C:4]=2[CH2:3]1.[C:16]([O:19][CH2:20][C:21]1[C:26]([Br:27])=[CH:25][CH:24]=[CH:23][C:22]=1Br)(=[O:18])[CH3:17].C(=O)([O-])[O-].[Cs+].[Cs+].CNCCNC, predict the reaction product. The product is: [C:16]([O:19][CH2:20][C:21]1[C:22]([N:9]2[CH2:10][CH2:11][C:6]3[C:5]4[CH2:14][C:2]([CH3:15])([CH3:1])[CH2:3][C:4]=4[S:13][C:7]=3[C:8]2=[O:12])=[CH:23][CH:24]=[CH:25][C:26]=1[Br:27])(=[O:18])[CH3:17].